This data is from Peptide-MHC class II binding affinity with 134,281 pairs from IEDB. The task is: Regression. Given a peptide amino acid sequence and an MHC pseudo amino acid sequence, predict their binding affinity value. This is MHC class II binding data. (1) The peptide sequence is VKKILAESINKSAFQ. The binding affinity (normalized) is 0.688. The MHC is DRB1_0101 with pseudo-sequence DRB1_0101. (2) The peptide sequence is FKVAATAAATAPADD. The MHC is DRB3_0202 with pseudo-sequence DRB3_0202. The binding affinity (normalized) is 0.152.